This data is from Reaction yield outcomes from USPTO patents with 853,638 reactions. The task is: Predict the reaction yield, written as a fraction of the theoretical maximum amount of product (1.0 means a 100% yield; for example, 0.34 means a 34% yield). (1) The reactants are Br[C:2]1[CH:3]=[C:4]2[C:9](=[C:10]([CH3:12])[CH:11]=1)[N:8]=[C:7]([C:13]1[CH:14]=[N:15][CH:16]=[CH:17][CH:18]=1)[N:6]=[C:5]2[NH:19][CH3:20].[F:21][C:22]1[CH:23]=[C:24](B(O)O)[CH:25]=[CH:26][CH:27]=1.[O-]P([O-])([O-])=O.[K+].[K+].[K+].[ClH:39]. The catalyst is O1CCOCC1.O.C(O)C.C1C=CC([P]([Pd]([P](C2C=CC=CC=2)(C2C=CC=CC=2)C2C=CC=CC=2)([P](C2C=CC=CC=2)(C2C=CC=CC=2)C2C=CC=CC=2)[P](C2C=CC=CC=2)(C2C=CC=CC=2)C2C=CC=CC=2)(C2C=CC=CC=2)C2C=CC=CC=2)=CC=1. The product is [ClH:39].[ClH:39].[F:21][C:22]1[CH:27]=[C:26]([C:2]2[CH:3]=[C:4]3[C:9](=[C:10]([CH3:12])[CH:11]=2)[N:8]=[C:7]([C:13]2[CH:14]=[N:15][CH:16]=[CH:17][CH:18]=2)[N:6]=[C:5]3[NH:19][CH3:20])[CH:25]=[CH:24][CH:23]=1. The yield is 0.710. (2) The reactants are [Br:1][C:2]1[CH:7]=[CH:6][C:5]([C@@H:8]([N:10]2[CH2:15][CH2:14][C@:13]([CH2:23][C:24](O)=[O:25])([C:16]3[CH:21]=[CH:20][C:19]([F:22])=[CH:18][CH:17]=3)[O:12][C:11]2=[O:27])[CH3:9])=[CH:4][CH:3]=1.C[N:29](C(ON1N=NC2C=CC=NC1=2)=[N+](C)C)C.F[P-](F)(F)(F)(F)F.CCN(C(C)C)C(C)C.N. The catalyst is CN(C=O)C.C1COCC1. The product is [Br:1][C:2]1[CH:7]=[CH:6][C:5]([C@@H:8]([N:10]2[CH2:15][CH2:14][C@:13]([CH2:23][C:24]([NH2:29])=[O:25])([C:16]3[CH:21]=[CH:20][C:19]([F:22])=[CH:18][CH:17]=3)[O:12][C:11]2=[O:27])[CH3:9])=[CH:4][CH:3]=1. The yield is 0.570. (3) The reactants are [NH2:1][CH2:2][CH2:3][CH2:4][N:5]1[CH2:10][CH2:9][O:8][CH2:7][CH2:6]1.[C:11]([O:15][CH2:16][CH3:17])(=[O:14])[CH:12]=O.CC(O)=O.[BH3-]C#N.[Na+]. The catalyst is CO.C([O-])(O)=O.[Na+]. The product is [CH2:16]([O:15][C:11](=[O:14])[CH2:12][NH:1][CH2:2][CH2:3][CH2:4][N:5]1[CH2:10][CH2:9][O:8][CH2:7][CH2:6]1)[CH3:17]. The yield is 0.470. (4) The reactants are Br[C:2]1[CH:3]=[C:4]([CH:9]=[CH:10][C:11]=1[OH:12])[C:5]([O:7][CH3:8])=[O:6].C(N(CC)CC)C.[CH:20]([O:22]CCCC)=[CH2:21].Cl. The catalyst is C(O)C.CCOCC.C1(P(C2C=CC=CC=2)[C-]2C=CC=C2)C=CC=CC=1.[C-]1(P(C2C=CC=CC=2)C2C=CC=CC=2)C=CC=C1.[Fe+2].C(O[Pd]OC(=O)C)(=O)C.C(Cl)Cl. The product is [C:20]([C:2]1[CH:3]=[C:4]([CH:9]=[CH:10][C:11]=1[OH:12])[C:5]([O:7][CH3:8])=[O:6])(=[O:22])[CH3:21]. The yield is 0.820.